Dataset: Forward reaction prediction with 1.9M reactions from USPTO patents (1976-2016). Task: Predict the product of the given reaction. (1) Given the reactants Cl.[CH:2]([NH:5][OH:6])([CH3:4])[CH3:3].[CH3:7][N:8]([C:20]1[CH:25]=[CH:24][CH:23]=[CH:22][CH:21]=1)[S:9]([C:12]1[CH:19]=[CH:18][C:15]([CH:16]=O)=[CH:14][CH:13]=1)(=[O:11])=[O:10], predict the reaction product. The product is: [CH:2]([N+:5]([O-:6])=[CH:16][C:15]1[CH:14]=[CH:13][C:12]([S:9](=[O:11])(=[O:10])[N:8]([CH3:7])[C:20]2[CH:25]=[CH:24][CH:23]=[CH:22][CH:21]=2)=[CH:19][CH:18]=1)([CH3:4])[CH3:3]. (2) Given the reactants CC(OI1(OC(C)=O)(OC(C)=O)OC(=O)C2C=CC=CC1=2)=O.[Cl:23][C:24]1[CH:25]=[N:26][C:27]([N:30]2[CH2:35][CH2:34][CH:33]([C@H:36]([CH3:40])[CH2:37][CH2:38][OH:39])[CH2:32][CH2:31]2)=[N:28][CH:29]=1.C([O-])(O)=O.[Na+], predict the reaction product. The product is: [Cl:23][C:24]1[CH:25]=[N:26][C:27]([N:30]2[CH2:35][CH2:34][CH:33]([C@H:36]([CH3:40])[CH2:37][CH:38]=[O:39])[CH2:32][CH2:31]2)=[N:28][CH:29]=1.